This data is from Full USPTO retrosynthesis dataset with 1.9M reactions from patents (1976-2016). The task is: Predict the reactants needed to synthesize the given product. (1) Given the product [C:1]([N:11]1[CH2:16][CH2:15][CH:14]([CH2:17][C:18]([Cl:24])=[O:20])[CH2:13][CH2:12]1)([O:3][CH2:4][C:5]1[CH:10]=[CH:9][CH:8]=[CH:7][CH:6]=1)=[O:2], predict the reactants needed to synthesize it. The reactants are: [C:1]([N:11]1[CH2:16][CH2:15][CH:14]([CH2:17][C:18]([OH:20])=O)[CH2:13][CH2:12]1)([O:3][CH2:4][C:5]1[CH:10]=[CH:9][CH:8]=[CH:7][CH:6]=1)=[O:2].C(Cl)(=O)C([Cl:24])=O.CN(C)C=O. (2) Given the product [CH:20]([C:21]1[CH:26]=[CH:25][C:24]([B:1]([OH:7])[OH:2])=[CH:23][CH:22]=1)=[O:19], predict the reactants needed to synthesize it. The reactants are: [B:1](OCCCC)([O:7]CCCC)[O:2]CCCC.C([O:19][CH:20](OCC)[C:21]1[CH:26]=[CH:25][C:24]([Mg]Br)=[CH:23][CH:22]=1)C.C(OC)(C)(C)C.S(=O)(=O)(O)O. (3) Given the product [Cl:1][C:2]1[CH:7]=[CH:6][CH:5]=[CH:4][C:3]=1[NH:8][C:9](=[O:23])[NH:10][C:11]1[CH:16]=[CH:15][C:14]([CH2:17][C:18]([N:38]2[CH2:39][C@@H:35]([O:34][C:25]3[CH:26]=[CH:27][C:28]4[C:33](=[CH:32][CH:31]=[CH:30][CH:29]=4)[CH:24]=3)[CH2:36][C@H:37]2[CH2:40][O:41][C:42]2[CH:43]=[CH:44][C:45]([C:46]([O:48][CH3:49])=[O:47])=[CH:50][CH:51]=2)=[O:20])=[CH:13][C:12]=1[O:21][CH3:22], predict the reactants needed to synthesize it. The reactants are: [Cl:1][C:2]1[CH:7]=[CH:6][CH:5]=[CH:4][C:3]=1[NH:8][C:9](=[O:23])[NH:10][C:11]1[CH:16]=[CH:15][C:14]([CH2:17][C:18]([OH:20])=O)=[CH:13][C:12]=1[O:21][CH3:22].[CH:24]1[C:33]2[C:28](=[CH:29][CH:30]=[CH:31][CH:32]=2)[CH:27]=[CH:26][C:25]=1[O:34][C@@H:35]1[CH2:39][NH:38][C@H:37]([CH2:40][O:41][C:42]2[CH:51]=[CH:50][C:45]([C:46]([O:48][CH3:49])=[O:47])=[CH:44][CH:43]=2)[CH2:36]1.CCN=C=NCCCN(C)C.Cl. (4) Given the product [F:1][C:2]1[CH:3]=[C:4]([C@:19]2([S:31]([C:34]3[CH:35]=[CH:36][C:37]([F:40])=[CH:38][CH:39]=3)(=[O:33])=[O:32])[CH2:23][CH2:22][NH:21][CH2:20]2)[CH:5]=[CH:6][C:7]=1[C:8]([O:17][CH3:18])([C:13]([F:14])([F:16])[F:15])[C:9]([F:10])([F:11])[F:12], predict the reactants needed to synthesize it. The reactants are: [F:1][C:2]1[CH:3]=[C:4]([C@:19]2([S:31]([C:34]3[CH:39]=[CH:38][C:37]([F:40])=[CH:36][CH:35]=3)(=[O:33])=[O:32])[CH2:23][CH2:22][N:21](C(OC(C)(C)C)=O)[CH2:20]2)[CH:5]=[CH:6][C:7]=1[C:8]([O:17][CH3:18])([C:13]([F:16])([F:15])[F:14])[C:9]([F:12])([F:11])[F:10]. (5) Given the product [NH2:1][C:4]1[CH:5]=[C:6]([NH:10][C:11]2[C:16]([F:17])=[CH:15][N:14]=[C:13]([NH:18][C:19]3[CH:20]=[CH:21][C:22]4[O:27][CH2:26][CH:25]=[N:24][C:23]=4[CH:29]=3)[N:12]=2)[CH:7]=[CH:8][CH:9]=1, predict the reactants needed to synthesize it. The reactants are: [N+:1]([C:4]1[CH:5]=[C:6]([NH:10][C:11]2[C:16]([F:17])=[CH:15][N:14]=[C:13]([NH:18][C:19]3[CH:20]=[CH:21][C:22]4[O:27][CH2:26][C:25](=O)[NH:24][C:23]=4[CH:29]=3)[N:12]=2)[CH:7]=[CH:8][CH:9]=1)([O-])=O.O.Cl. (6) Given the product [CH2:14]([N:16]([CH2:17][CH3:18])[C:2]1[CH:3]=[CH:4][C:5]2[N+:10]([O-:11])=[N:9][C:8]([NH2:12])=[N:7][C:6]=2[CH:13]=1)[CH3:15], predict the reactants needed to synthesize it. The reactants are: F[C:2]1[CH:3]=[CH:4][C:5]2[N+:10]([O-:11])=[N:9][C:8]([NH2:12])=[N:7][C:6]=2[CH:13]=1.[CH2:14]([NH:16][CH2:17][CH3:18])[CH3:15]. (7) Given the product [Cl:1][C:2]1[C:7]([C:8]([O:10][CH3:17])=[O:9])=[C:6]([C:11]([F:14])([F:12])[F:13])[N:5]=[CH:4][CH:3]=1, predict the reactants needed to synthesize it. The reactants are: [Cl:1][C:2]1[C:7]([C:8]([OH:10])=[O:9])=[C:6]([C:11]([F:14])([F:13])[F:12])[N:5]=[CH:4][CH:3]=1.[N+](=[CH2:17])=[N-].N(N(C)C(N)=O)=O.C(O)(=O)C.